Task: Binary Classification. Given a miRNA mature sequence and a target amino acid sequence, predict their likelihood of interaction.. Dataset: Experimentally validated miRNA-target interactions with 360,000+ pairs, plus equal number of negative samples (1) The miRNA is mmu-miR-1912-3p with sequence CACAGAACAUGCAGUGAGAACU. The protein sequence of the target gene is MLLLLARCFLVILASSLLVCPGLACGPGRGFGKRRHPKKLTPLAYKQFIPNVAEKTLGASGRYEGKITRNSERFKELTPNYNPDIIFKDEENTGADRLMTQRCKDKLNALAISVMNQWPGVKLRVTEGWDEDGHHSEESLHYEGRAVDITTSDRDRSKYGMLARLAVEAGFDWVYYESKAHIHCSVKAENSVAAKSGGCFPGSATVHLEQGGTKLVKDLRPGDRVLAADDQGRLLYSDFLTFLDRDEGAKKVFYVIETLEPRERLLLTAAHLLFVAPHNDSGPTPGPSALFASRVRPGQR.... Result: 1 (interaction). (2) The miRNA is hsa-miR-181c-5p with sequence AACAUUCAACCUGUCGGUGAGU. Result: 1 (interaction). The protein sequence of the target gene is METDCNPMELSSMSGFEEGSELNGFEGTDMKDMRLEAEAVVNDVLFAVNNMFVSKSLRCADDVAYINVETKERNRYCLELTEAGLKVVGYAFDQVDDHLQTPYHETVYSLLDTLSPAYREAFGNALLQRLEALKRDGQS. (3) The miRNA is mmu-miR-325-3p with sequence UUUAUUGAGCACCUCCUAUCAA. The protein sequence of the target gene is MMTAKAVDKIPVTLSGFMHQLPDSLYPVEDLAASSVTIFPNGELGGPFDQMNGVAGDGMINIDMTGEKRPLDLPYPSSFAPISAPRNQTFTYMGKFSIDPQYPGASCYPEGIINIVSAGILQGVTPPASTTASSSVTSASPNPLATGPLGVCTMSQTQPELDHLYSPPPPPPPYSGCTGDLYQDPSAFLSPPSTTSTSSLAYQPPPSYPSPKPAMDPGLIPMIPDYPGFFPSPCQRDPHGAAGPDRKPFPCPLDSLRVPPPLTPLSTIRNFTLGGPGAGVTGPGASGGGEGPRLPGSGSA.... Result: 0 (no interaction).